From a dataset of Drug-target binding data from BindingDB using IC50 measurements. Regression. Given a target protein amino acid sequence and a drug SMILES string, predict the binding affinity score between them. We predict pIC50 (pIC50 = -log10(IC50 in M); higher means more potent). Dataset: bindingdb_ic50. The drug is O=C(CS(=O)(=O)c1ccc(Cl)cc1)NN=Cc1cc(C(=O)O)c(Nc2ccc(I)cc2F)c(F)c1F. The target protein (P19438) has sequence MGLSTVPDLLLPLVLLELLVGIYPSGVIGLVPHLGDREKRDSVCPQGKYIHPQNNSICCTKCHKGTYLYNDCPGPGQDTDCRECESGSFTASENHLRHCLSCSKCRKEMGQVEISSCTVDRDTVCGCRKNQYRHYWSENLFQCFNCSLCLNGTVHLSCQEKQNTVCTCHAGFFLRENECVSCSNCKKSLECTKLCLPQIENVKGTEDSGTTVLLPLVIFFGLCLLSLLFIGLMYRYQRWKSKLYSIVCGKSTPEKEGELEGTTTKPLAPNPSFSPTPGFTPTLGFSPVPSSTFTSSSTYTPGDCPNFAAPRREVAPPYQGADPILATALASDPIPNPLQKWEDSAHKPQSLDTDDPATLYAVVENVPPLRWKEFVRRLGLSDHEIDRLELQNGRCLREAQYSMLATWRRRTPRREATLELLGRVLRDMDLLGCLEDIEEALCGPAALPPAPSLLR. The pIC50 is 5.3.